Dataset: Full USPTO retrosynthesis dataset with 1.9M reactions from patents (1976-2016). Task: Predict the reactants needed to synthesize the given product. (1) Given the product [Cl:16][C:17]1[N:18]=[N:19][C:20]([C:5]2[CH:4]=[N:3][N:2]([CH3:1])[CH:6]=2)=[CH:21][CH:22]=1, predict the reactants needed to synthesize it. The reactants are: [CH3:1][N:2]1[CH:6]=[CH:5][C:4](B2OC(C)(C)C(C)(C)O2)=[N:3]1.[Cl:16][C:17]1[N:18]=[N:19][C:20](Cl)=[CH:21][CH:22]=1.C([O-])([O-])=O.[K+].[K+]. (2) The reactants are: [CH2:1]([O:3][CH:4]([CH2:10][C:11]1[CH:16]=[CH:15][C:14]([OH:17])=[CH:13][CH:12]=1)[C:5]([O:7]CC)=[O:6])[CH3:2].P([O-])([O-])([O-])=O. Given the product [CH2:1]([O:3][C@@H:4]([CH2:10][C:11]1[CH:12]=[CH:13][C:14]([OH:17])=[CH:15][CH:16]=1)[C:5]([OH:7])=[O:6])[CH3:2], predict the reactants needed to synthesize it. (3) Given the product [F:46][C:45]([F:48])([F:47])[C:43]([OH:49])=[O:44].[CH3:3][N:19]([CH2:20][C@H:21]1[CH2:26][CH2:25][CH2:24][C@@H:23]([O:27][CH2:28][C:29]2[N:30]=[C:31]([C:35]3[CH:36]=[CH:37][C:38]([CH3:41])=[CH:39][CH:40]=3)[O:32][C:33]=2[CH3:34])[CH2:22]1)[C@@H:11]([CH:10]([CH3:9])[CH3:42])[C:12]([OH:14])=[O:13], predict the reactants needed to synthesize it. The reactants are: CI.[C:3](=O)([O-])[O-].[K+].[K+].[CH3:9][CH:10]([CH3:42])[C@H:11]([NH:19][CH2:20][C@H:21]1[CH2:26][CH2:25][CH2:24][C@@H:23]([O:27][CH2:28][C:29]2[N:30]=[C:31]([C:35]3[CH:40]=[CH:39][C:38]([CH3:41])=[CH:37][CH:36]=3)[O:32][C:33]=2[CH3:34])[CH2:22]1)[C:12]([O:14]C(C)(C)C)=[O:13].[C:43]([OH:49])([C:45]([F:48])([F:47])[F:46])=[O:44].